This data is from Forward reaction prediction with 1.9M reactions from USPTO patents (1976-2016). The task is: Predict the product of the given reaction. (1) Given the reactants CS(O[CH2:6][CH2:7][N:8]1[C:16]2[CH:15]=[CH:14][CH:13]=[CH:12][C:11]=2[C:10]2[CH2:17][CH2:18][N:19]([C:22]([O:24][C:25]([CH3:28])([CH3:27])[CH3:26])=[O:23])[CH2:20][CH2:21][C:9]1=2)(=O)=O.[N-:29]=[N+:30]=[N-:31].[Na+], predict the reaction product. The product is: [N:29]([CH2:6][CH2:7][N:8]1[C:16]2[CH:15]=[CH:14][CH:13]=[CH:12][C:11]=2[C:10]2[CH2:17][CH2:18][N:19]([C:22]([O:24][C:25]([CH3:28])([CH3:27])[CH3:26])=[O:23])[CH2:20][CH2:21][C:9]1=2)=[N+:30]=[N-:31]. (2) Given the reactants CO[C:3]([C:5]1[CH:28]=[CH:27][C:8]([CH2:9][N:10]2[C:14]([C:15]([OH:17])=O)=[CH:13][C:12]([C:18]3[CH:23]=[C:22]([F:24])[C:21]([F:25])=[C:20]([F:26])[CH:19]=3)=[N:11]2)=[CH:7][CH:6]=1)=[O:4].[F:29][C:30]([F:40])([F:39])[O:31][C:32]1[CH:38]=[CH:37][C:35]([NH2:36])=[CH:34][CH:33]=1.C1C=[N:45][C:44]2[N:47](O)[N:48]=[N:49]C=2C=1.CC[N:53](C(C)C)C(C)C.C(Cl)CCl, predict the reaction product. The product is: [NH:47]1[C:44]([NH:53][C:3]([C:5]2[CH:28]=[CH:27][C:8]([CH2:9][N:10]3[C:14]([C:15]([NH:36][C:35]4[CH:37]=[CH:38][C:32]([O:31][C:30]([F:39])([F:40])[F:29])=[CH:33][CH:34]=4)=[O:17])=[CH:13][C:12]([C:18]4[CH:19]=[C:20]([F:26])[C:21]([F:25])=[C:22]([F:24])[CH:23]=4)=[N:11]3)=[CH:7][CH:6]=2)=[O:4])=[N:45][N:49]=[N:48]1. (3) Given the reactants [C:1]([Br:5])(Br)(Br)[Br:2].C1(P(C2C=CC=CC=2)C2C=CC=CC=2)C=CC=CC=1.[CH3:25][C:26]([CH3:35])([CH3:34])[CH2:27][CH:28]1[CH2:31][CH:30]([CH:32]=O)[CH2:29]1.C(=O)([O-])[O-].[Na+].[Na+], predict the reaction product. The product is: [Br:2][C:1]([Br:5])=[CH:32][CH:30]1[CH2:31][CH:28]([CH2:27][C:26]([CH3:35])([CH3:34])[CH3:25])[CH2:29]1. (4) The product is: [C:1]([O:5][C:6](=[O:14])[N:7]([CH2:17][CH3:18])[CH:8]1[CH2:13][CH2:12][CH:11]=[CH:10][CH2:9]1)([CH3:4])([CH3:2])[CH3:3]. Given the reactants [C:1]([O:5][C:6](=[O:14])[NH:7][CH:8]1[CH2:13][CH2:12][CH:11]=[CH:10][CH2:9]1)([CH3:4])([CH3:3])[CH3:2].[H-].[Na+].[CH2:17](I)[CH3:18].C1CCCCC1.C(OCC)(=O)C, predict the reaction product. (5) Given the reactants [CH3:1][O:2][C:3](=[O:12])[C:4]1[CH:9]=[C:8]([Br:10])[CH:7]=[CH:6][C:5]=1[OH:11].[CH2:13]([O:15][C:16](=[O:20])[CH:17](Br)[CH3:18])[CH3:14].C(=O)([O-])[O-].[K+].[K+], predict the reaction product. The product is: [CH3:1][O:2][C:3](=[O:12])[C:4]1[CH:9]=[C:8]([Br:10])[CH:7]=[CH:6][C:5]=1[O:11][CH:17]([C:16]([O:15][CH2:13][CH3:14])=[O:20])[CH3:18]. (6) Given the reactants [CH2:1]([O:8][N:9]1[C:18]2[C:13](=[CH:14][CH:15]=[CH:16][N:17]=2)[C:12]([N:19]2[CH2:28][CH2:27][C:26]3[C:21](=[CH:22][C:23]([C:29]([OH:31])=O)=[CH:24][CH:25]=3)[CH2:20]2)=[CH:11][C:10]1=[O:32])C1C=CC=CC=1.CN(C(ON1N=N[C:43]2[CH:44]=[CH:45][CH:46]=N[C:42]1=2)=[N+](C)C)C.F[P-](F)(F)(F)(F)F.[C:57]1([CH2:63][CH2:64][NH2:65])[CH:62]=[CH:61][CH:60]=[CH:59][CH:58]=1.[CH3:66]N(C=O)C, predict the reaction product. The product is: [CH2:1]([O:8][N:9]1[C:18]2[C:13](=[CH:14][CH:15]=[CH:16][N:17]=2)[C:12]([N:19]2[CH2:20][CH2:21][C:26]3[C:27](=[CH:22][C:23]([C:29]([NH:65][CH2:64][CH2:63][C:57]4[CH:62]=[CH:61][CH:60]=[CH:59][CH:58]=4)=[O:31])=[CH:24][CH:25]=3)[CH2:28]2)=[CH:11][C:10]1=[O:32])[C:42]1[CH:66]=[CH:46][CH:45]=[CH:44][CH:43]=1. (7) The product is: [Cl:2][C:3]1[CH:4]=[C:5]([N:10]2[C:22]3[CH2:23][CH2:24][CH2:25][C:26](=[O:27])[C:21]=3[CH:20]=[N:11]2)[CH:6]=[CH:7][C:8]=1[Cl:9]. Given the reactants Cl.[Cl:2][C:3]1[CH:4]=[C:5]([NH:10][NH2:11])[CH:6]=[CH:7][C:8]=1[Cl:9].C([O-])(=O)C.[Na+].CN([CH:20]=[C:21]1[C:26](=[O:27])[CH2:25][CH2:24][CH2:23][C:22]1=O)C, predict the reaction product. (8) Given the reactants O[CH:2]1[CH2:6][CH2:5][N:4]([C@H:7]2[CH2:12][CH2:11][CH2:10][CH2:9][C@H:8]2[NH:13][C:14](=[O:29])[C:15]2[C:20]([S:21][CH3:22])=[CH:19][C:18]([C:23]([F:26])([F:25])[F:24])=[CH:17][C:16]=2[O:27][CH3:28])[CH2:3]1.COCCN(S(F)(F)[F:40])CCOC, predict the reaction product. The product is: [F:40][CH:2]1[CH2:6][CH2:5][N:4]([C@H:7]2[CH2:12][CH2:11][CH2:10][CH2:9][C@H:8]2[NH:13][C:14](=[O:29])[C:15]2[C:20]([S:21][CH3:22])=[CH:19][C:18]([C:23]([F:26])([F:25])[F:24])=[CH:17][C:16]=2[O:27][CH3:28])[CH2:3]1. (9) Given the reactants Cl.[Si]([O:9][CH2:10][CH2:11][O:12][C:13]1[CH:18]=[CH:17][N:16]=[C:15]([NH:19][C:20]2[CH:21]=[C:22]([C:27]3[CH:28]=[N:29][N:30]([CH2:32][CH2:33][C:34]([NH2:36])=[O:35])[CH:31]=3)[CH:23]=[C:24]([CH3:26])[CH:25]=2)[N:14]=1)(C(C)(C)C)(C)C, predict the reaction product. The product is: [OH:9][CH2:10][CH2:11][O:12][C:13]1[CH:18]=[CH:17][N:16]=[C:15]([NH:19][C:20]2[CH:21]=[C:22]([C:27]3[CH:28]=[N:29][N:30]([CH2:32][CH2:33][C:34]([NH2:36])=[O:35])[CH:31]=3)[CH:23]=[C:24]([CH3:26])[CH:25]=2)[N:14]=1.